Predict the product of the given reaction. From a dataset of Forward reaction prediction with 1.9M reactions from USPTO patents (1976-2016). (1) The product is: [CH3:29][O:28][CH2:27][O:26][C:18]1[CH:17]=[C:16]([CH:15]=[CH:14][C:11]2[CH:10]=[CH:9][C:8]([C:6]3[CH2:5][C:4](=[O:3])[N:31]([C:8]4[CH:13]=[CH:12][CH:11]=[CH:10][CH:9]=4)[N:32]=3)=[CH:13][CH:12]=2)[CH:21]=[CH:20][C:19]=1[O:22][CH2:23][O:24][CH3:25]. Given the reactants C([O:3][C:4](=O)[CH2:5][C:6]([C:8]1[CH:13]=[CH:12][C:11]([CH:14]=[CH:15][C:16]2[CH:21]=[CH:20][C:19]([O:22][CH2:23][O:24][CH3:25])=[C:18]([O:26][CH2:27][O:28][CH3:29])[CH:17]=2)=[CH:10][CH:9]=1)=O)C.[NH2:31][NH2:32], predict the reaction product. (2) The product is: [C:1]([C:5]1[CH:10]=[CH:9][C:8](/[C:11](/[C:15]2[CH:20]=[CH:19][C:18]([I:21])=[CH:17][CH:16]=2)=[CH:12]/[CH2:13][O:14][C:32]2[CH:31]=[CH:30][C:24]([O:25][CH2:26][C:27]([O:29][CH3:59])=[O:28])=[C:23]([CH3:22])[CH:33]=2)=[CH:7][CH:6]=1)([CH3:4])([CH3:2])[CH3:3]. Given the reactants [C:1]([C:5]1[CH:10]=[CH:9][C:8](/[C:11](/[C:15]2[CH:20]=[CH:19][C:18]([I:21])=[CH:17][CH:16]=2)=[CH:12]/[CH2:13][OH:14])=[CH:7][CH:6]=1)([CH3:4])([CH3:3])[CH3:2].[CH3:22][C:23]1[CH:33]=[C:32](OC/C=C(/C2C=CC(C#CCN3CCOCC3)=CC=2)\C2C=CC=CC=2)[CH:31]=[CH:30][C:24]=1[O:25][CH2:26][C:27]([OH:29])=[O:28].[C:59]1(P(C2C=CC=CC=2)C2C=CC=CC=2)C=CC=CC=1.N(C(OC(C)C)=O)=NC(OC(C)C)=O, predict the reaction product. (3) The product is: [NH2:33][C:26]1[N:27]=[C:1]([C:4]2[C:12]3[C:7](=[CH:8][CH:9]=[C:10]([Br:13])[CH:11]=3)[NH:6][C:5]=2[C:14]([NH:16][CH2:17][CH2:18][O:19][CH3:20])=[O:15])[CH:2]=[CH:32][N:30]=1. Given the reactants [C:1]([C:4]1[C:12]2[C:7](=[CH:8][CH:9]=[C:10]([Br:13])[CH:11]=2)[NH:6][C:5]=1[C:14]([NH:16][CH2:17][CH2:18][O:19][CH3:20])=[O:15])(=O)[CH3:2].C(O[CH:26]([N:30]([CH3:32])C)[N:27](C)C)(C)(C)C.[NH2:33]C(N)=N.Cl.C[O-].[Na+].CO, predict the reaction product. (4) Given the reactants [C:1]([C:4]1[S:5][CH:6]=[CH:7][CH:8]=1)(=[O:3])[CH3:2].[CH2:9]=O.[CH3:11][NH:12][CH3:13], predict the reaction product. The product is: [CH3:11][N:12]([CH3:9])[CH2:13][CH2:2][C:1]([C:4]1[S:5][CH:6]=[CH:7][CH:8]=1)=[O:3]. (5) Given the reactants [CH3:1][C@@H:2]1[CH2:6][CH2:5][CH2:4][N:3]1[CH2:7][C@@H:8]1[CH2:12][CH2:11][CH2:10][NH:9]1.[F:13][C:14]1[CH:22]=[C:21]([B:23]2[O:27][C:26]([CH3:29])([CH3:28])[C:25]([CH3:31])([CH3:30])[O:24]2)[CH:20]=[CH:19][C:15]=1[C:16](O)=[O:17], predict the reaction product. The product is: [F:13][C:14]1[CH:22]=[C:21]([B:23]2[O:27][C:26]([CH3:28])([CH3:29])[C:25]([CH3:31])([CH3:30])[O:24]2)[CH:20]=[CH:19][C:15]=1[C:16]([N:9]1[CH2:10][CH2:11][CH2:12][C@H:8]1[CH2:7][N:3]1[CH2:4][CH2:5][CH2:6][C@H:2]1[CH3:1])=[O:17]. (6) Given the reactants [C:1]1([S:7]([C:10]#[N:11])(=[O:9])=[O:8])[CH:6]=[CH:5][CH:4]=[CH:3][CH:2]=1.B(O[CH2:24][CH2:25][CH2:26][CH3:27])(O[CH2:24][CH2:25][CH2:26][CH3:27])O[CH2:24][CH2:25][CH2:26][CH3:27].[CH2:28](O)CCC, predict the reaction product. The product is: [C:1]1([S:7]([C:10]2[CH:27]=[CH:26][C:25]([CH3:28])=[CH:24][N:11]=2)(=[O:8])=[O:9])[CH:2]=[CH:3][CH:4]=[CH:5][CH:6]=1. (7) Given the reactants [OH:1][C:2]1([C:22]#[C:23][C:24]2[CH:33]=[CH:32][C:27]3[C:28](=[O:31])[O:29][CH2:30][C:26]=3[CH:25]=2)[CH2:7][CH2:6][N:5]([C:8](=[O:21])[CH2:9][C:10]2[CH:15]=[CH:14][C:13]([N:16]3[CH:20]=[N:19][N:18]=[N:17]3)=[CH:12][CH:11]=2)[CH2:4][CH2:3]1, predict the reaction product. The product is: [OH:1][C:2]1([CH2:22][CH2:23][C:24]2[CH:33]=[CH:32][C:27]3[C:28](=[O:31])[O:29][CH2:30][C:26]=3[CH:25]=2)[CH2:7][CH2:6][N:5]([C:8](=[O:21])[CH2:9][C:10]2[CH:15]=[CH:14][C:13]([N:16]3[CH:20]=[N:19][N:18]=[N:17]3)=[CH:12][CH:11]=2)[CH2:4][CH2:3]1. (8) The product is: [ClH:78].[NH2:10][C:11]1[C:12]([C:33]([NH:5][C:4]2[CH:6]=[CH:7][CH:8]=[CH:9][C:3]=2[O:2][CH3:1])=[O:34])=[N:13][C:14]([C:17]2[CH:18]=[CH:19][C:20]([S:23]([N:26]3[CH2:27][CH2:28][N:29]([CH3:32])[CH2:30][CH2:31]3)(=[O:25])=[O:24])=[CH:21][CH:22]=2)=[CH:15][N:16]=1. Given the reactants [CH3:1][O:2][C:3]1[CH:9]=[CH:8][CH:7]=[CH:6][C:4]=1[NH2:5].[NH2:10][C:11]1[C:12]([C:33](O)=[O:34])=[N:13][C:14]([C:17]2[CH:22]=[CH:21][C:20]([S:23]([N:26]3[CH2:31][CH2:30][N:29]([CH3:32])[CH2:28][CH2:27]3)(=[O:25])=[O:24])=[CH:19][CH:18]=2)=[CH:15][N:16]=1.F[B-](F)(F)F.N1(OC(N(C)C)=[N+](C)C)C2C=CC=CC=2N=N1.O.ON1C2C=CC=CC=2N=N1.C(N(C(C)C)C(C)C)C.[ClH:78], predict the reaction product. (9) Given the reactants [C:1]([C:4]1[CH:9]=[CH:8][C:7]([C@@H:10]([NH:12][C:13](=[O:19])[O:14][C:15]([CH3:18])([CH3:17])[CH3:16])[CH3:11])=[C:6]([F:20])[CH:5]=1)(=[O:3])[CH3:2].[CH3:21][Mg+].[Br-], predict the reaction product. The product is: [F:20][C:6]1[CH:5]=[C:4]([C:1]([OH:3])([CH3:21])[CH3:2])[CH:9]=[CH:8][C:7]=1[C@@H:10]([NH:12][C:13](=[O:19])[O:14][C:15]([CH3:18])([CH3:17])[CH3:16])[CH3:11]. (10) Given the reactants [NH2:1][C:2]1[N:3]=[CH:4][C:5]([C:8]2[C:13]([F:14])=[CH:12][C:11]([C:15]3[CH:20]=[CH:19][CH:18]=[CH:17][C:16]=3[O:21][CH2:22][C:23]([O:25]C)=[O:24])=[CH:10][CH:9]=2)=[N:6][CH:7]=1.O[Li].O.O, predict the reaction product. The product is: [NH2:1][C:2]1[N:3]=[CH:4][C:5]([C:8]2[CH:9]=[CH:10][C:11]([C:15]3[CH:20]=[CH:19][CH:18]=[CH:17][C:16]=3[O:21][CH2:22][C:23]([OH:25])=[O:24])=[CH:12][C:13]=2[F:14])=[N:6][CH:7]=1.